From a dataset of Full USPTO retrosynthesis dataset with 1.9M reactions from patents (1976-2016). Predict the reactants needed to synthesize the given product. (1) Given the product [F:30][C:29]1[C:28]([CH3:33])=[C:27]2[C:8](=[CH:7][C:6]=1[F:5])[CH:9]=[N:10][CH:11]=[CH:12]2, predict the reactants needed to synthesize it. The reactants are: [Cl-].[Cl-].[Cl-].[Al+3].[F:5][C:6]1[C:7](C)=[C:8]([CH:27]=[CH:28][C:29]=1[F:30])[CH2:9][N:10](S(C1C=CC(C)=CC=1)(=O)=O)[CH2:11][CH:12](OC)OC.Cl[CH2:33]Cl. (2) Given the product [Cl:38][CH2:39][C:40]1[N:45]=[C:44]([C:46]([NH:28][C:12]2[CH:11]=[C:10]([C:5]3[CH:6]=[CH:7][CH:8]=[C:9]4[C:4]=3[CH:3]=[CH:2][NH:1]4)[CH:18]=[C:17]3[C:13]=2[CH:14]=[N:15][N:16]3[S:19]([C:22]2[CH:27]=[CH:26][CH:25]=[CH:24][CH:23]=2)(=[O:21])=[O:20])=[O:47])[CH:43]=[CH:42][CH:41]=1, predict the reactants needed to synthesize it. The reactants are: [NH:1]1[C:9]2[C:4](=[C:5]([C:10]3[CH:11]=[C:12]([NH2:28])[C:13]4[CH:14]=[N:15][N:16]([S:19]([C:22]5[CH:27]=[CH:26][CH:25]=[CH:24][CH:23]=5)(=[O:21])=[O:20])[C:17]=4[CH:18]=3)[CH:6]=[CH:7][CH:8]=2)[CH:3]=[CH:2]1.CCN(C(C)C)C(C)C.[Cl:38][CH2:39][C:40]1[N:45]=[C:44]([C:46](Cl)=[O:47])[CH:43]=[CH:42][CH:41]=1.O. (3) Given the product [NH2:12][C:13]1[CH:34]=[CH:33][C:32]([C:38]([F:39])([F:40])[F:41])=[CH:31][C:14]=1[C:15]([NH:11][CH2:10][C:9]1[CH:8]=[CH:7][N:6]=[CH:5][C:4]=1[S:3][CH2:1][CH3:2])=[O:16], predict the reactants needed to synthesize it. The reactants are: [CH2:1]([S:3][C:4]1[CH:5]=[N:6][CH:7]=[CH:8][C:9]=1[CH2:10][NH2:11])[CH3:2].[NH2:12][C:13]1[C:34](Cl)=[C:33](C=O)[C:32]([C:38]([F:41])([F:40])[F:39])=[CH:31][C:14]=1[C:15](NCC1C=C(Cl)C=CC=1S(CC)(=O)=O)=[O:16].NC1C=CC(C(F)(F)F)=CC=1C(O)=O.NC1C(Cl)=C(C=O)C(C(F)(F)F)=CC=1C(O)=O.